Binary Classification. Given a miRNA mature sequence and a target amino acid sequence, predict their likelihood of interaction. From a dataset of Experimentally validated miRNA-target interactions with 360,000+ pairs, plus equal number of negative samples. (1) The miRNA is hsa-miR-1343-3p with sequence CUCCUGGGGCCCGCACUCUCGC. The protein sequence of the target gene is MEPRLLMLGFLSLTIVPSCRAELCLYDPPEVPNATFKALSYKNGTILNCECKRGFRRLKELVYMRCLGNSWSSNCQCTSNSHDKSRKQVTAQLEHQKEQQTTTDMQKPTQSMHQENLTGHCREPPPWKHEDSKRIYHFVEGQSVHYECIPGYKALQRGPAISICKMKCGKTGWTQPQLTCVDEREHHRFLASEESQGSRNSSPESETSCPITTTDFPQPTETTAMTETFVLTMEYKVAVASCLFLLISILLLSGLTWQHRWRKSRRTI. Result: 0 (no interaction). (2) The miRNA is mmu-miR-345-5p with sequence GCUGACCCCUAGUCCAGUGCUU. The protein sequence of the target gene is MWRGLWTLAAQAARGPRRLCTRRSSGAPAPGSGATIFALSSGQGRCGIAVIRTSGPASGHALRILTAPRDLPLARHASLRLLSDPRSGEPLDRALVLWFPGPQSFTGEDCVEFHVHGGPAVVSGVLQALGSVPGLRPAEAGEFTRRAFANGKLNLTEVEGLADLIHAETEAQRRQALRQLDGELGHLCRGWAETLTKALAHVEAYIDFGEDDNLEEGVLEQADIEVRALQVALGAHLRDARRGQRLRSGVHVVVTGPPNAGKSSLVNLLSRKPVSIVSPEPGTTRDVLETPVDLAGFPVL.... Result: 0 (no interaction).